Dataset: Forward reaction prediction with 1.9M reactions from USPTO patents (1976-2016). Task: Predict the product of the given reaction. (1) Given the reactants [O:1]=[C:2]1[CH2:11][CH2:10][CH2:9][C:8]2[CH:7]=[C:6]([C:12]([O:14][CH3:15])=[O:13])[CH:5]=[CH:4][C:3]1=2.[CH:16]1([CH:21]=O)[CH2:20][CH2:19][CH2:18][CH2:17]1.N1CCCC1, predict the reaction product. The product is: [CH:16]1([CH:21]=[C:11]2[CH2:10][CH2:9][C:8]3[CH:7]=[C:6]([C:12]([O:14][CH3:15])=[O:13])[CH:5]=[CH:4][C:3]=3[C:2]2=[O:1])[CH2:20][CH2:19][CH2:18][CH2:17]1. (2) Given the reactants [NH:1]1[C:9]2[C:4](=[CH:5][CH:6]=[CH:7][CH:8]=2)[C:3]([C:10]([CH3:14])([CH3:13])[CH2:11][NH2:12])=[CH:2]1.I[CH3:16].[C:17]([O:21][C:22](N1C2C(=CC=CC=2)C(CC#N)=C1)=[O:23])(C)(C)[CH3:18], predict the reaction product. The product is: [CH2:17]([O:21][C:22]([CH:16]1[C:2]2[NH:1][C:9]3[C:4](=[CH:5][CH:6]=[CH:7][CH:8]=3)[C:3]=2[C:10]([CH3:14])([CH3:13])[CH2:11][NH:12]1)=[O:23])[CH3:18].